Dataset: Forward reaction prediction with 1.9M reactions from USPTO patents (1976-2016). Task: Predict the product of the given reaction. (1) Given the reactants Br[C:2]1[CH:3]=[C:4]([C:9]2[N:10]=[C:11]([CH:21]([CH3:23])[CH3:22])[NH:12][C:13]=2[C:14]2[CH:19]=[CH:18][CH:17]=[C:16]([CH3:20])[N:15]=2)[CH:5]=[CH:6][C:7]=1[F:8].[CH3:24][N:25]1[CH2:30][CH2:29][N:28]([NH:31][C:32]([NH:34][C:35]2[CH:40]=[CH:39][C:38](B3OC(C)(C)C(C)(C)O3)=[CH:37][CH:36]=2)=[O:33])[CH2:27][CH2:26]1.O.C(=O)([O-])[O-].[Na+].[Na+], predict the reaction product. The product is: [F:8][C:7]1[CH:6]=[CH:5][C:4]([C:9]2[N:10]=[C:11]([CH:21]([CH3:23])[CH3:22])[NH:12][C:13]=2[C:14]2[CH:19]=[CH:18][CH:17]=[C:16]([CH3:20])[N:15]=2)=[CH:3][C:2]=1[C:38]1[CH:39]=[CH:40][C:35]([NH:34][C:32]([NH:31][N:28]2[CH2:29][CH2:30][N:25]([CH3:24])[CH2:26][CH2:27]2)=[O:33])=[CH:36][CH:37]=1. (2) Given the reactants [C:1]1([C:7]2[NH:11][N:10]=[C:9]([C:12]([NH:14][CH2:15][C:16]([OH:18])=O)=[O:13])[CH:8]=2)[CH:6]=[CH:5][CH:4]=[CH:3][CH:2]=1.CCN(C(C)C)C(C)C.C1C=CC2N(O)N=NC=2C=1.CCN=C=NCCCN(C)C.Cl.Cl.Cl.[Cl:52][C:53]1[CH:58]=[CH:57][CH:56]=[CH:55][C:54]=1[NH:59][CH:60]1[CH2:65][CH2:64][NH:63][CH2:62][CH2:61]1, predict the reaction product. The product is: [Cl:52][C:53]1[CH:58]=[CH:57][CH:56]=[CH:55][C:54]=1[NH:59][CH:60]1[CH2:65][CH2:64][N:63]([C:16](=[O:18])[CH2:15][NH:14][C:12]([C:9]2[CH:8]=[C:7]([C:1]3[CH:2]=[CH:3][CH:4]=[CH:5][CH:6]=3)[NH:11][N:10]=2)=[O:13])[CH2:62][CH2:61]1. (3) Given the reactants [O:1]1[C:6]2[CH:7]=[CH:8][C:9](C=O)=[CH:10][C:5]=2[O:4][CH2:3][CH2:2]1.[OH:13]S(O)(=O)=O.OO, predict the reaction product. The product is: [OH:13][C:9]1[CH:8]=[CH:7][C:6]2[O:1][CH2:2][CH2:3][O:4][C:5]=2[CH:10]=1. (4) Given the reactants [NH2:1][C@H:2]([CH3:15])[C:3]([NH:5][C:6]1[CH:11]=[C:10]([Cl:12])[C:9]([F:13])=[C:8]([Cl:14])[CH:7]=1)=[O:4].[CH:16](=O)[C:17]([CH3:20])([CH3:19])[CH3:18], predict the reaction product. The product is: [C:17]([C@@H:20]1[N:5]([C:6]2[CH:7]=[C:8]([Cl:14])[C:9]([F:13])=[C:10]([Cl:12])[CH:11]=2)[C:3](=[O:4])[C@@H:2]([CH3:15])[NH:1]1)([CH3:19])([CH3:18])[CH3:16]. (5) Given the reactants [CH:1]([C:4]1[C:5]([O:16][CH2:17][CH2:18][CH2:19][CH3:20])=[C:6](B(O)O)[CH:7]=[C:8]([CH:10]([CH3:12])[CH3:11])[CH:9]=1)([CH3:3])[CH3:2].[C:21]([C:24]1[S:28][C:27]2[CH:29]=[CH:30][C:31]([F:34])=[C:32](I)[C:26]=2[CH:25]=1)(=[O:23])[CH3:22].C(=O)([O-])[O-].[Na+].[Na+].O, predict the reaction product. The product is: [C:21]([C:24]1[S:28][C:27]2[CH:29]=[CH:30][C:31]([F:34])=[C:32]([C:6]3[CH:7]=[C:8]([CH:10]([CH3:12])[CH3:11])[CH:9]=[C:4]([CH:1]([CH3:2])[CH3:3])[C:5]=3[O:16][CH2:17][CH2:18][CH2:19][CH3:20])[C:26]=2[CH:25]=1)(=[O:23])[CH3:22]. (6) Given the reactants C([N:8]1[CH2:13][CH2:12][CH:11]([O:14][CH:15]([C:24]2[CH:29]=[CH:28][C:27]([Cl:30])=[CH:26][CH:25]=2)[C:16]2[CH:21]=[CH:20][C:19]([Cl:22])=[CH:18][C:17]=2[Cl:23])[CH2:10][CH2:9]1)C1C=CC=CC=1.[C:31]([Cl:34])(Cl)=[O:32], predict the reaction product. The product is: [Cl:23][C:17]1[CH:18]=[C:19]([Cl:22])[CH:20]=[CH:21][C:16]=1[CH:15]([O:14][CH:11]1[CH2:10][CH2:9][N:8]([C:31]([Cl:34])=[O:32])[CH2:13][CH2:12]1)[C:24]1[CH:29]=[CH:28][C:27]([Cl:30])=[CH:26][CH:25]=1. (7) Given the reactants [CH3:1][Si](C=[N+]=[N-])(C)C.[NH2:8][C:9]1[C:10]([C:15]([OH:17])=[O:16])=[N:11][CH:12]=[CH:13][CH:14]=1, predict the reaction product. The product is: [CH3:1][O:16][C:15]([C:10]1[C:9]([NH2:8])=[CH:14][CH:13]=[CH:12][N:11]=1)=[O:17].